From a dataset of Peptide-MHC class II binding affinity with 134,281 pairs from IEDB. Regression. Given a peptide amino acid sequence and an MHC pseudo amino acid sequence, predict their binding affinity value. This is MHC class II binding data. (1) The peptide sequence is GCAINFGKRELKCGD. The MHC is DRB3_0202 with pseudo-sequence DRB3_0202. The binding affinity (normalized) is 0.378. (2) The peptide sequence is FIFFFLFNI. The binding affinity (normalized) is 0. The MHC is HLA-DQA10102-DQB10501 with pseudo-sequence HLA-DQA10102-DQB10501. (3) The peptide sequence is KLIEDINVGFKAAVA. The MHC is HLA-DPA10301-DPB10402 with pseudo-sequence HLA-DPA10301-DPB10402. The binding affinity (normalized) is 0.232. (4) The peptide sequence is AFKVAATAANAAP. The MHC is DRB1_0901 with pseudo-sequence DRB1_0901. The binding affinity (normalized) is 0.761. (5) The peptide sequence is ANERADLISYLKQATK. The MHC is H-2-IEk with pseudo-sequence H-2-IEk. The binding affinity (normalized) is 0.644. (6) The peptide sequence is SGTYCLNVSLADTNS. The MHC is DRB4_0101 with pseudo-sequence DRB4_0103. The binding affinity (normalized) is 0.276.